This data is from Peptide-MHC class II binding affinity with 134,281 pairs from IEDB. The task is: Regression. Given a peptide amino acid sequence and an MHC pseudo amino acid sequence, predict their binding affinity value. This is MHC class II binding data. (1) The peptide sequence is EVIPTAFKIGKTYTP. The MHC is DRB3_0202 with pseudo-sequence DRB3_0202. The binding affinity (normalized) is 0.203. (2) The peptide sequence is YDKFLNNVSTVLTGK. The MHC is DRB1_1001 with pseudo-sequence DRB1_1001. The binding affinity (normalized) is 0.670. (3) The peptide sequence is YARFQSQTTLKQKT. The binding affinity (normalized) is 0.664. The MHC is DRB1_0405 with pseudo-sequence DRB1_0405. (4) The peptide sequence is SGSAASMVNGVIKIL. The MHC is DRB1_0301 with pseudo-sequence DRB1_0301. The binding affinity (normalized) is 0.428. (5) The peptide sequence is NSELIRRAKAAESLASD. The MHC is DRB1_0405 with pseudo-sequence DRB1_0405. The binding affinity (normalized) is 0.380.